From a dataset of Peptide-MHC class I binding affinity with 185,985 pairs from IEDB/IMGT. Regression. Given a peptide amino acid sequence and an MHC pseudo amino acid sequence, predict their binding affinity value. This is MHC class I binding data. (1) The peptide sequence is RENQVAVVR. The MHC is HLA-B08:01 with pseudo-sequence HLA-B08:01. The binding affinity (normalized) is 0.0847. (2) The peptide sequence is KQRKPGGPW. The MHC is HLA-B40:01 with pseudo-sequence HLA-B40:01. The binding affinity (normalized) is 0.213. (3) The peptide sequence is FTASVSTVV. The binding affinity (normalized) is 1.00. The MHC is HLA-A69:01 with pseudo-sequence HLA-A69:01. (4) The MHC is HLA-A02:11 with pseudo-sequence HLA-A02:11. The peptide sequence is LPLESCFGV. The binding affinity (normalized) is 0.0847. (5) The peptide sequence is HHSDDALFI. The MHC is HLA-A69:01 with pseudo-sequence HLA-A69:01. The binding affinity (normalized) is 0.0847. (6) The binding affinity (normalized) is 0.251. The MHC is HLA-A02:06 with pseudo-sequence HLA-A02:06. The peptide sequence is YAGTIKESL. (7) The peptide sequence is DSEPISILDR. The MHC is HLA-A33:01 with pseudo-sequence HLA-A33:01. The binding affinity (normalized) is 0.220. (8) The peptide sequence is NASQHPQQV. The MHC is HLA-B15:01 with pseudo-sequence HLA-B15:01. The binding affinity (normalized) is 0.0847. (9) The peptide sequence is KNKLYLVDY. The MHC is HLA-B15:01 with pseudo-sequence HLA-B15:01. The binding affinity (normalized) is 0.0352.